This data is from Catalyst prediction with 721,799 reactions and 888 catalyst types from USPTO. The task is: Predict which catalyst facilitates the given reaction. (1) Reactant: [CH3:1][CH:2]1[CH2:18][CH2:17][N:5]2[C:6](=[O:16])[CH:7]=[C:8]([C:10]3[CH:15]=[CH:14][N:13]=[CH:12][CH:11]=3)[N:9]=[C:4]2[NH:3]1.[H-].[Na+].[N:21]1[C:29]2[CH2:28][C@H:27]([CH2:30]OS(C)(=O)=O)[CH2:26][C:25]=2[CH:24]=[CH:23][CH:22]=1.O. Product: [N:21]1[C:29]2[CH2:28][C@H:27]([CH2:30][N:3]3[C:4]4=[N:9][C:8]([C:10]5[CH:15]=[CH:14][N:13]=[CH:12][CH:11]=5)=[CH:7][C:6](=[O:16])[N:5]4[CH2:17][CH2:18][CH:2]3[CH3:1])[CH2:26][C:25]=2[CH:24]=[CH:23][CH:22]=1. The catalyst class is: 9. (2) Reactant: CO[C:3](=[NH:11])[C:4]1[CH:9]=[CH:8][CH:7]=[CH:6][C:5]=1[OH:10].C(=O)(O)[O-].[Na+].[C:17]1([CH2:23][CH2:24][NH2:25])[CH:22]=[CH:21][CH:20]=[CH:19][CH:18]=1.[C:26](OC)(=[O:31])[CH2:27][C:28]([CH3:30])=O. Product: [OH:10][C:5]1[CH:6]=[CH:7][CH:8]=[CH:9][C:4]=1[C:3]1[N:25]([CH2:24][CH2:23][C:17]2[CH:22]=[CH:21][CH:20]=[CH:19][CH:18]=2)[C:26](=[O:31])[CH:27]=[C:28]([CH3:30])[N:11]=1. The catalyst class is: 5. (3) Reactant: [F:1][CH2:2][C:3]1([CH2:14][F:15])[O:7][B:6]([OH:8])[C:5]2[CH:9]=[CH:10][C:11]([CH3:13])=[CH:12][C:4]1=2.C1C(=O)N(Br)C(=[O:19])C1.C([O-])([O-])=O.[Na+].[Na+].Cl. Product: [F:1][CH2:2][C:3]1([CH2:14][F:15])[O:7][B:6]([OH:8])[C:5]2[CH:9]=[CH:10][C:11]([CH:13]=[O:19])=[CH:12][C:4]1=2. The catalyst class is: 53. (4) Reactant: [C:1]1([S:7]([N:10]2[C:14]3=[N:15][CH:16]=[CH:17][CH:18]=[C:13]3[CH:12]=[CH:11]2)(=[O:9])=[O:8])[CH:6]=[CH:5][CH:4]=[CH:3][CH:2]=1.[CH2:19]([Li])[CH2:20][CH2:21][CH3:22].[CH3:24][CH2:25][CH2:26]CCC.C1(C=[O:36])CCCC1. Product: [C:1]1([S:7]([N:10]2[C:14]3=[N:15][CH:16]=[CH:17][CH:18]=[C:13]3[CH:12]=[C:11]2[CH:19]([OH:36])[CH2:20][CH:21]2[CH2:22][CH2:26][CH2:25][CH2:24]2)(=[O:9])=[O:8])[CH:2]=[CH:3][CH:4]=[CH:5][CH:6]=1. The catalyst class is: 7. (5) Product: [CH2:1]([O:3][C:4](=[O:15])[CH2:5][C:6]1[C:11]([CH2:12][CH3:13])=[N:43][N:42]([CH:40]([C:37]2[CH:38]=[CH:39][C:34]([Br:33])=[CH:35][CH:36]=2)[CH3:41])[C:7]=1[CH2:8][CH3:9])[CH3:2]. The catalyst class is: 5. Reactant: [CH2:1]([O:3][C:4](=[O:15])[CH2:5][CH:6]([C:11](=O)[CH2:12][CH3:13])[C:7](=O)[CH2:8][CH3:9])[CH3:2].O=C(CC)C(C(=O)CC)CC(OC(C)(C)C)=O.[Br:33][C:34]1[CH:39]=[CH:38][C:37]([CH:40]([NH:42][NH2:43])[CH3:41])=[CH:36][CH:35]=1.O. (6) Reactant: [N+:1]([C:4]1[CH:5]=[C:6]([SH:13])[CH:7]=[C:8]([N+:10]([O-:12])=[O:11])[CH:9]=1)([O-:3])=[O:2].[OH-].[Na+].Br[CH2:17][CH2:18][CH2:19][CH2:20][N:21]1[C:25](=[O:26])[C:24]2=[CH:27][CH:28]=[CH:29][CH:30]=[C:23]2[C:22]1=[O:31]. Product: [N+:10]([C:8]1[CH:7]=[C:6]([S:13][CH2:17][CH2:18][CH2:19][CH2:20][N:21]2[C:25](=[O:26])[C:24]3[C:23](=[CH:30][CH:29]=[CH:28][CH:27]=3)[C:22]2=[O:31])[CH:5]=[C:4]([N+:1]([O-:3])=[O:2])[CH:9]=1)([O-:12])=[O:11]. The catalyst class is: 8. (7) Reactant: [NH2:1][C:2]1[CH:3]=[C:4]([C:9]([Br:12])=[CH:10][N:11]=1)[C:5]([O:7][CH3:8])=[O:6].Br[CH2:14][C:15]([C:17]1[CH:22]=[CH:21][CH:20]=[CH:19][CH:18]=1)=O. Product: [Br:12][C:9]1[C:4]([C:5]([O:7][CH3:8])=[O:6])=[CH:3][C:2]2[N:11]([CH:14]=[C:15]([C:17]3[CH:22]=[CH:21][CH:20]=[CH:19][CH:18]=3)[N:1]=2)[CH:10]=1. The catalyst class is: 8. (8) Reactant: C(OC([C:6]1[CH:7]=[C:8]([C:12]2[CH:17]=[CH:16][C:15]([CH2:18][Br:19])=[CH:14][CH:13]=2)[CH:9]=[CH:10][CH:11]=1)=O)C.[CH2:20]([O:22][C:23](C1C=CC(C2C=CC(C)=CC=2)=CC=1)=[O:24])[CH3:21].BrN1C(=O)CCC1=O. Product: [CH2:20]([O:22][C:23]([C:11]1[CH:6]=[CH:7][C:8]([C:12]2[CH:13]=[CH:14][C:15]([CH2:18][Br:19])=[CH:16][CH:17]=2)=[CH:9][CH:10]=1)=[O:24])[CH3:21]. The catalyst class is: 734.